From a dataset of Reaction yield outcomes from USPTO patents with 853,638 reactions. Predict the reaction yield, written as a fraction of the theoretical maximum amount of product (1.0 means a 100% yield; for example, 0.34 means a 34% yield). (1) The reactants are [H-].[Na+].[O:3]1[CH2:8][CH2:7][CH:6]([OH:9])[CH2:5][CH2:4]1.Cl[C:11]1[C:16]([N+:17]([O-:19])=[O:18])=[CH:15][CH:14]=[C:13]([Cl:20])[N:12]=1. The catalyst is C1COCC1.CCOC(C)=O.O. The product is [Cl:20][C:13]1[N:12]=[C:11]([O:9][CH:6]2[CH2:7][CH2:8][O:3][CH2:4][CH2:5]2)[C:16]([N+:17]([O-:19])=[O:18])=[CH:15][CH:14]=1. The yield is 0.580. (2) The reactants are [NH2:1][C:2]1[S:3][C:4]([CH3:11])=[C:5]([C:7]([NH:9][CH3:10])=[O:8])[N:6]=1.[Cl:12][CH2:13][C:14](=O)[CH2:15][C:16](OCC)=[O:17]. No catalyst specified. The product is [Cl:12][CH2:13][C:14]1[N:1]=[C:2]2[S:3][C:4]([CH3:11])=[C:5]([C:7]([NH:9][CH3:10])=[O:8])[N:6]2[C:16](=[O:17])[CH:15]=1. The yield is 0.630. (3) The reactants are [CH3:1][O:2][C:3]1[CH:4]=[C:5]([NH:15][C:16]2[N:17]=[C:18]([CH2:26][C:27]3[CH:32]=[CH:31][CH:30]=[C:29]([O:33][CH3:34])[CH:28]=3)[C:19]3[CH2:25][NH:24][CH2:23][CH2:22][C:20]=3[N:21]=2)[CH:6]=[CH:7][C:8]=1[N:9]1[CH:13]=[C:12]([CH3:14])[N:11]=[CH:10]1.[C:35](OC(=O)C)(=[O:37])[CH3:36]. The catalyst is C(Cl)Cl. The product is [CH3:1][O:2][C:3]1[CH:4]=[C:5]([NH:15][C:16]2[N:17]=[C:18]([CH2:26][C:27]3[CH:32]=[CH:31][CH:30]=[C:29]([O:33][CH3:34])[CH:28]=3)[C:19]3[CH2:25][N:24]([C:35](=[O:37])[CH3:36])[CH2:23][CH2:22][C:20]=3[N:21]=2)[CH:6]=[CH:7][C:8]=1[N:9]1[CH:13]=[C:12]([CH3:14])[N:11]=[CH:10]1. The yield is 0.167. (4) The reactants are Br[C:2]1[C:3]([O:10][CH3:11])=[N:4][CH:5]=[C:6]([Cl:9])[C:7]=1[CH3:8].[CH3:12][O:13][C:14]1[C:19]([O:20][CH3:21])=[C:18]([O:22][CH3:23])[CH:17]=[C:16]([CH3:24])[C:15]=1B(O)O.[C:28](=O)([O-])[O-:29].[K+].[K+].C1(P(C2CCCCC2)C2CCCCC2)CCCCC1.[C]=O. The catalyst is [Pd](Cl)Cl.O1CCCC1. The product is [CH3:12][O:13][C:14]1[C:19]([O:20][CH3:21])=[C:18]([O:22][CH3:23])[CH:17]=[C:16]([CH3:24])[C:15]=1[C:28]([C:2]1[C:3]([O:10][CH3:11])=[N:4][CH:5]=[C:6]([Cl:9])[C:7]=1[CH3:8])=[O:29]. The yield is 0.200. (5) The reactants are [CH3:1][N:2]1[CH2:7][CH2:6][NH:5][CH2:4][CH2:3]1.Br[CH2:9][C:10]1[CH:17]=[CH:16][C:13]([C:14]#[N:15])=[CH:12][CH:11]=1. The catalyst is C(Cl)(Cl)Cl. The product is [CH3:1][N:2]1[CH2:7][CH2:6][N:5]([CH2:9][C:10]2[CH:17]=[CH:16][C:13]([C:14]#[N:15])=[CH:12][CH:11]=2)[CH2:4][CH2:3]1. The yield is 0.860. (6) The yield is 0.810. The catalyst is CN(C)C=O. The product is [CH2:13]([O:20][C:6]1[CH:7]=[C:2]([F:1])[C:3]([N+:10]([O-:12])=[O:11])=[CH:4][C:5]=1[F:9])[C:14]1[CH:19]=[CH:18][CH:17]=[CH:16][CH:15]=1. The reactants are [F:1][C:2]1[CH:7]=[C:6](F)[C:5]([F:9])=[CH:4][C:3]=1[N+:10]([O-:12])=[O:11].[CH2:13]([OH:20])[C:14]1[CH:19]=[CH:18][CH:17]=[CH:16][CH:15]=1.C(=O)([O-])[O-].[K+].[K+].O. (7) The reactants are [Br:1]P(Br)Br.O[CH:6]([C:8]1[CH:9]=[C:10]([C:25]([N:27]2[CH2:31][CH2:30][CH2:29][CH2:28]2)=[O:26])[CH:11]=[C:12]2[C:17]=1[O:16][C:15]([N:18]1[CH2:23][CH2:22][O:21][CH2:20][CH2:19]1)=[CH:14][C:13]2=[O:24])[CH3:7]. The catalyst is ClCCCl.C(OCC)C. The product is [Br:1][CH:6]([C:8]1[CH:9]=[C:10]([C:25]([N:27]2[CH2:28][CH2:29][CH2:30][CH2:31]2)=[O:26])[CH:11]=[C:12]2[C:17]=1[O:16][C:15]([N:18]1[CH2:19][CH2:20][O:21][CH2:22][CH2:23]1)=[CH:14][C:13]2=[O:24])[CH3:7]. The yield is 1.00. (8) The reactants are Br[C:2]1[CH:3]=[C:4]([CH:25]=[CH:26][N:27]=1)[C:5]([NH:7][C:8]1[O:9][C:10]2[C:16]([CH:17]3[CH2:22][CH2:21][O:20][CH2:19][CH2:18]3)=[CH:15][CH:14]=[C:13]([O:23][CH3:24])[C:11]=2[N:12]=1)=[O:6].C(=O)([O-])[O-].[Cs+].[Cs+].C(C1C(O)=C(C(C)(C)C)C=C(C)C=1)(C)(C)C.[NH:50]1[CH2:55][CH2:54][O:53][CH2:52][CH2:51]1. The catalyst is CN1CCCC1=O. The product is [CH3:24][O:23][C:13]1[C:11]2[N:12]=[C:8]([NH:7][C:5](=[O:6])[C:4]3[CH:25]=[CH:26][N:27]=[C:2]([N:50]4[CH2:55][CH2:54][O:53][CH2:52][CH2:51]4)[CH:3]=3)[O:9][C:10]=2[C:16]([CH:17]2[CH2:22][CH2:21][O:20][CH2:19][CH2:18]2)=[CH:15][CH:14]=1. The yield is 0.290.